Dataset: Experimentally validated miRNA-target interactions with 360,000+ pairs, plus equal number of negative samples. Task: Binary Classification. Given a miRNA mature sequence and a target amino acid sequence, predict their likelihood of interaction. (1) The miRNA is hsa-miR-625-3p with sequence GACUAUAGAACUUUCCCCCUCA. The protein sequence of the target gene is MRNIMYFGGTCQSPALPALVRPPAPPLQPSLDIKPFLPFPLDTAAAVNLFPNFNAMDPIQKAVINHTFGVPLPHRRKQIISCNICQLRFNSDSQAAAHYKGTKHAKKLKALEAMKNKQKSVTAKDSAKTTFTSITTNTINTSSDKTDGTAGTPAISTTTTVEIRKSSVMTTEITSKVEKSPTTATGNSSCPSTETEEEKAKRLLYCSLCKVAVNSASQLEAHNSGTKHKTMLEARNGSGTIKAFPRAGVKGKGPVNKGNTGLQNKTFHCEICDVHVNSETQLKQHISSRRHKDRAAGKPP.... Result: 0 (no interaction). (2) The miRNA is mmu-miR-376a-3p with sequence AUCGUAGAGGAAAAUCCACGU. The protein sequence of the target gene is MFLMPTSSELNSGQNFLTQWMTNPSRAGVILNRGFPILEADKEKRAAVDISTSFPIKGTHFSDSFSFINEEDSLLEEQKLESNNPYKPQSDKSETHTAFPCIKKGPQVAACHSAPGHQEENKNDFIPDLASEFKEGAYKDPLFKKLEQLKEVQQKKQEQLKRQQLEQLQRLMEEQEKLLTMVSGQCTLPGLSLLPDDQSQKHRSPGNTTTGERATCCFPSYVYPDPTQEETYPSNILSHEQSNFCRTAHGDFVLTSKRASPNLFSEAQYQEAPVEKNNLKEENRNHPTGESILCWEKVTE.... Result: 0 (no interaction). (3) The miRNA is mmu-miR-369-3p with sequence AAUAAUACAUGGUUGAUCUUU. The protein sequence of the target gene is MMRRTLENRNAQTKQLQTAVSNVEKHFGELCQIFAAYVRKTARLRDKADLLVNEINAYAATETPHLKLGLMNFADEFAKLQDYRQAEVERLEAKVVEPLKTYGTIVKMKRDDLKATLTARNREAKQLTQLERTRQRNPSDRHVISQAETELQRAAMDASRTSRHLEETINNFERQKMKDIKTIFSEFITIEMLFHGKALEVYTAAYQNIQNIDEDEDLEVFRNSLYAPDYSSRLDIVRANSKSPLQRSLSAKCVSGTGQVSTCRLRKDQQAEDDEDDELDVTEEENFLK. Result: 0 (no interaction). (4) The miRNA is mmu-miR-6997-3p with sequence UCAAACCUUACCCUCCUGUUUCC. The protein sequence of the target gene is MTSQSSVISNSCVTMERLSHMMERKAWCSQESALSEEEEDTTRPLETVTFKDVAVDLTQEEWEQMKPAQRNLYRDVMLENYSNLVTVGCQVTKPDVIFKLEQEEEPWVMEEEMFGRHCPEVWEVDEQIKKQQETLVRKVTSISKKILIKEKVIECKKVAKIFPLSSDIVTSRQSFYDCDSLDKGLEHNLDLLRYEKGCVREKQSNEFGKPFYHCASYVVTPFKCNQCGQDFSHKFDLIRHERIHAGEKPYECKECGKAFSRKENLITHQKIHTGEKPYKCNECGKAFIQMSNLIRHHRIH.... Result: 0 (no interaction). (5) The miRNA is hsa-miR-149-3p with sequence AGGGAGGGACGGGGGCUGUGC. The protein sequence of the target gene is MKKTEMGRFNISPDEDSSSYSSNSDFNYSYPTKQAALKSHYADVDPENQNFLLESNLGKKKYETDFHPGTTSFGMSVFNLSNAIVGSGILGLSYAMANTGIALFIILLTFVSIFSLYSVHLLLKTANEGGSLLYEQLGHKAYGLAGKLAASGSITMQNIGAMSSYLFIVKYELPLVIKALMNIEDTNGLWYLNGDYLVLLVSLVLILPLSLLRNLGYLGYTSGLSLLCMIFFLIVVICKKFQIPCPVEAALVANETVNGTFTQAALALAFNSTADDACRPRYFIFNSQTVYAVPILTFSF.... Result: 0 (no interaction). (6) The miRNA is ath-miR163 with sequence UUGAAGAGGACUUGGAACUUCGAU. The protein sequence of the target gene is MGDQALSFLKDFLAGGIAAAVSKTAVAPIERVKLLLQVQHASKQISAEKQYKGIIDCVVRIPKEQGFLSFWRGNLANVIRYFPTQALNFAFKDKYKQIFLGGVDRHKQFWRYFAGNLASGGAAGATSLCFVYPLDFARTRLAADVGKGSSQREFNGLGDCLTKIFKSDGLKGLYQGFSVSVQGIIIYRAAYFGVYDTAKGMLPDPKNVHIIVSWMIAQSVTAVAGLVSYPFDTVRRRMMMQSGRKGADIMYTGTLDCWRKIAKDEGANAFFKGAWSNVLRGMGGAFVLVLYDEIKKYV. Result: 0 (no interaction). (7) The miRNA is hsa-miR-4742-3p with sequence UCUGUAUUCUCCUUUGCCUGCAG. The protein sequence of the target gene is MHIKSIILEGFKSYAQRTEVNGFDPLFNAITGLNGSGKSNILDSICFLLGISNLSQVRASNLQDLVYKNGQAGITKASVSITFDNSDKKQSPLGFEVHDEITVTRQVVIGGRNKYLINGVNANNTRVQDLFCSVGLNVNNPHFLIMQGRITKVLNMKPPEILSMIEEAAGTRMYEYKKIAAQKTIEKKEAKLKEIKTILEEEITPTIQKLKEERSSYLEYQKVMREIEHLSRLYIAYQFLLAEDTKVRSAEELKEMQDKVIKLQEELSENDKKIKALNHEIEELEKRKDKETGGILRSLE.... Result: 1 (interaction). (8) The miRNA is hsa-miR-618 with sequence AAACUCUACUUGUCCUUCUGAGU. The protein sequence of the target gene is MDFLVLFLFYLASVLMGLVLICVCSKTHSLKGLARGGAQIFSCIIPECLQRAVHGLLHYLFHTRNHTFIVLHLVLQGMVYTEYTWEVFGYCQELELSLHYLLLPYLLLGVNLFFFTLTCGTNPGIITKANELLFLHVYEFDEVMFPKNVRCSTCDLRKPARSKHCSVCNWCVHRFDHHCVWVNNCIGAWNIRYFLIYVLTLTASAATVAIVSTTFLVHLVVMSDLYQETYIDDLGHLHVMDTVFLIQYLFLTFPRIVFMLGFVVVLSFLLGGYLLFVLYLAATNQTTNEWYRGDWAWCQR.... Result: 0 (no interaction). (9) The miRNA is mmu-miR-466a-3p with sequence UAUACAUACACGCACACAUAAGA. The protein sequence of the target gene is MRKGLRATAARCGLGLGYLLQMLVLPALALLSASGTGSAAQDDEFFHELPETFPSDPPEPLPHFLIEPEEAYIVKNKPVNLYCKASPATQIYFKCNSEWVHQKDHVVDERVDETSGLIVREVSIEISRQQVEELFGPEDYWCQCVAWSSAGTTKSRKAYVRIAYLRKTFEQEPLGKEVSLEQEVLLQCRPPEGIPVAEVEWLKNEDIIDPAEDRNFYITIDHNLIIKQARLSDTANYTCVAKNIVAKRKSTTATVIVYVNGGWSTWTEWSVCNSRCGRGYQKRTRTCTNPAPLNGGAFCE.... Result: 1 (interaction).